Regression. Given a peptide amino acid sequence and an MHC pseudo amino acid sequence, predict their binding affinity value. This is MHC class I binding data. From a dataset of Peptide-MHC class I binding affinity with 185,985 pairs from IEDB/IMGT. (1) The peptide sequence is GPSHKARVL. The MHC is HLA-A26:01 with pseudo-sequence HLA-A26:01. The binding affinity (normalized) is 0. (2) The peptide sequence is YPKFHRSAM. The MHC is BoLA-D18.4 with pseudo-sequence BoLA-D18.4. The binding affinity (normalized) is 0.266. (3) The peptide sequence is PELGAFFAI. The MHC is HLA-A68:02 with pseudo-sequence HLA-A68:02. The binding affinity (normalized) is 0.0847.